From a dataset of NCI-60 drug combinations with 297,098 pairs across 59 cell lines. Regression. Given two drug SMILES strings and cell line genomic features, predict the synergy score measuring deviation from expected non-interaction effect. (1) Drug 1: C1=NC2=C(N=C(N=C2N1C3C(C(C(O3)CO)O)F)Cl)N. Drug 2: COC1=C2C(=CC3=C1OC=C3)C=CC(=O)O2. Cell line: EKVX. Synergy scores: CSS=-3.14, Synergy_ZIP=9.69, Synergy_Bliss=2.87, Synergy_Loewe=-3.03, Synergy_HSA=-3.35. (2) Drug 1: CCC1(CC2CC(C3=C(CCN(C2)C1)C4=CC=CC=C4N3)(C5=C(C=C6C(=C5)C78CCN9C7C(C=CC9)(C(C(C8N6C)(C(=O)OC)O)OC(=O)C)CC)OC)C(=O)OC)O.OS(=O)(=O)O. Drug 2: COCCOC1=C(C=C2C(=C1)C(=NC=N2)NC3=CC=CC(=C3)C#C)OCCOC.Cl. Cell line: A498. Synergy scores: CSS=15.5, Synergy_ZIP=-2.96, Synergy_Bliss=-3.79, Synergy_Loewe=-1.94, Synergy_HSA=-0.773. (3) Drug 1: CC1C(C(CC(O1)OC2CC(CC3=C2C(=C4C(=C3O)C(=O)C5=C(C4=O)C(=CC=C5)OC)O)(C(=O)C)O)N)O.Cl. Drug 2: CC1=C(C=C(C=C1)C(=O)NC2=CC(=CC(=C2)C(F)(F)F)N3C=C(N=C3)C)NC4=NC=CC(=N4)C5=CN=CC=C5. Cell line: MDA-MB-435. Synergy scores: CSS=11.0, Synergy_ZIP=3.88, Synergy_Bliss=11.0, Synergy_Loewe=1.70, Synergy_HSA=6.81. (4) Drug 1: C1CCC(CC1)NC(=O)N(CCCl)N=O. Drug 2: CC1=C(C=C(C=C1)NC(=O)C2=CC=C(C=C2)CN3CCN(CC3)C)NC4=NC=CC(=N4)C5=CN=CC=C5. Cell line: ACHN. Synergy scores: CSS=7.12, Synergy_ZIP=-3.84, Synergy_Bliss=-3.42, Synergy_Loewe=-6.22, Synergy_HSA=-6.42. (5) Drug 1: C1=NC2=C(N=C(N=C2N1C3C(C(C(O3)CO)O)F)Cl)N. Drug 2: CNC(=O)C1=NC=CC(=C1)OC2=CC=C(C=C2)NC(=O)NC3=CC(=C(C=C3)Cl)C(F)(F)F. Synergy scores: CSS=-6.13, Synergy_ZIP=3.75, Synergy_Bliss=0.205, Synergy_Loewe=-4.17, Synergy_HSA=-5.54. Cell line: MCF7. (6) Drug 1: C1=NC2=C(N=C(N=C2N1C3C(C(C(O3)CO)O)F)Cl)N. Drug 2: C1CC(=O)NC(=O)C1N2C(=O)C3=CC=CC=C3C2=O. Cell line: OVCAR-4. Synergy scores: CSS=-0.716, Synergy_ZIP=-1.67, Synergy_Bliss=-4.71, Synergy_Loewe=-8.17, Synergy_HSA=-4.22. (7) Drug 1: CCC(=C(C1=CC=CC=C1)C2=CC=C(C=C2)OCCN(C)C)C3=CC=CC=C3.C(C(=O)O)C(CC(=O)O)(C(=O)O)O. Drug 2: CCN(CC)CCCC(C)NC1=C2C=C(C=CC2=NC3=C1C=CC(=C3)Cl)OC. Cell line: RXF 393. Synergy scores: CSS=6.04, Synergy_ZIP=-1.93, Synergy_Bliss=-0.845, Synergy_Loewe=-2.38, Synergy_HSA=-1.90. (8) Drug 1: CNC(=O)C1=CC=CC=C1SC2=CC3=C(C=C2)C(=NN3)C=CC4=CC=CC=N4. Drug 2: CC1=C2C(C(=O)C3(C(CC4C(C3C(C(C2(C)C)(CC1OC(=O)C(C(C5=CC=CC=C5)NC(=O)OC(C)(C)C)O)O)OC(=O)C6=CC=CC=C6)(CO4)OC(=O)C)OC)C)OC. Cell line: SF-539. Synergy scores: CSS=52.1, Synergy_ZIP=2.28, Synergy_Bliss=1.62, Synergy_Loewe=-8.84, Synergy_HSA=6.46. (9) Drug 1: C(=O)(N)NO. Cell line: MOLT-4. Drug 2: C(CC(=O)O)C(=O)CN.Cl. Synergy scores: CSS=43.0, Synergy_ZIP=1.44, Synergy_Bliss=1.46, Synergy_Loewe=0.975, Synergy_HSA=1.51. (10) Drug 1: COC1=C(C=C2C(=C1)N=CN=C2NC3=CC(=C(C=C3)F)Cl)OCCCN4CCOCC4. Drug 2: CC1=CC2C(CCC3(C2CCC3(C(=O)C)OC(=O)C)C)C4(C1=CC(=O)CC4)C. Cell line: RPMI-8226. Synergy scores: CSS=21.7, Synergy_ZIP=-2.35, Synergy_Bliss=-0.609, Synergy_Loewe=-0.129, Synergy_HSA=-0.430.